Dataset: Experimentally validated miRNA-target interactions with 360,000+ pairs, plus equal number of negative samples. Task: Binary Classification. Given a miRNA mature sequence and a target amino acid sequence, predict their likelihood of interaction. (1) The miRNA is hsa-miR-10a-5p with sequence UACCCUGUAGAUCCGAAUUUGUG. The protein sequence of the target gene is MASGNARIGKPAPDFKATAVVDGAFKEVKLSDYKGKYVVLFFYPLDFTFVCPTEIIAFSNRAEDFRKLGCEVLGVSVDSQFTHLAWINTPRKEGGLGPLNIPLLADVTRRLSEDYGVLKTDEGIAYRGLFIIDGKGVLRQITVNDLPVGRSVDEALRLVQAFQYTDEHGEVCPAGWKPGSDTIKPNVDDSKEYFSKHN. Result: 1 (interaction). (2) The miRNA is hsa-miR-6743-5p with sequence AAGGGGCAGGGACGGGUGGCCC. The protein sequence of the target gene is MPPPQHPPNYYAPRRSISTITGPNRRDVDAFYQNNFPEKNGGSSGEHVPEYQASGQQHRPSIMSGQSHQNNHLPTKNYSYEPLRFSPPNVTPPPLQFSTNTDGNRKNQRVRFNELPNYSTPNHYSVPPRKCSLAPNFFSSQNSHHMYPDQYTPRTWQNNEFMPNHQVHPYHANHQQQHPQQHWRNQAASNGNHNPMYMRKHSAGHGIEIKLDHVDNPFGNPSHDMMDVTSGQPVKSEMLSPIKMETTDPSQQIASPSFLMTSTSLLKQHLHKKSHHNVPSRKASIMALKSQLRTPRGTPL.... Result: 0 (no interaction). (3) The miRNA is hsa-miR-548d-3p with sequence CAAAAACCACAGUUUCUUUUGC. The protein sequence of the target gene is MPEMTENETPTKKQHRKKNRETHNAVERHRKKKINAGINRIGELIPCSPALKQSKNMILDQAFKYITELKRQNDELLLNGGNNEQAEEIKKLRKQLEEIQKENGRYIELLKANDICLYDDPTIHWKGNLKNSKVSVVIPSDQVQKKIIVYSNGNQPGGNSQGTAVQGITFNVSHNLQKQTANVVPVQRTCNLVTPVSISGVYPSENKPWHQTTVPALATNQPVPLCLPAAISAQSILELPTSESESNVLGATSGSLIAVSIESEPHQHHSLHTCLNDQNSSENKNGQENPKVLKKMTPCV.... Result: 1 (interaction). (4) The miRNA is hsa-miR-7113-3p with sequence CCUCCCUGCCCGCCUCUCUGCAG. The protein sequence of the target gene is MGPAEAGRRGAASPVPPPLVRVAPSLFLGSARAAGAEEQLARAGVTLCVNVSRQQPGPRAPGVAELRVPVFDDPAEDLLAHLEPTCAAMEAAVRAGGACLVYCKNGRSRSAAVCTAYLMRHRGLSLAKAFQMVKSARPVAEPNPGFWSQLQKYEEALQAQSCLQGEPPALGLGPEA. Result: 1 (interaction). (5) The miRNA is hsa-miR-5702 with sequence UGAGUCAGCAACAUAUCCCAUG. The protein sequence of the target gene is MALPQGLLTFRDVAIEFSQEEWKCLDPAQRTLYRDVMLENYRNLVSLDISSKCMMKTFFSTGQGNTEAFHTGTLQRQASHHIGDFCFQKIEKDIHGFQFQWKEDETNDHAAPMTEIKELTGSTGQHDQRHAGNKHIKDQLGLSFHSHLPELHIFQPEGKIGNQVEKSINNASSVSTSQRICCRPKTHISNKYGNNSLHSSLLTQKRNVHMREKSFQCIESGKSFNCSSLLKKHQITHLEEKQCKCDVYGKVFNQKRYLACHRRSHIDEKPYKCNECGKIFGHNTSLFLHKALHTADKPYE.... Result: 0 (no interaction).